Task: Predict the product of the given reaction.. Dataset: Forward reaction prediction with 1.9M reactions from USPTO patents (1976-2016) Given the reactants [Cl:1][C:2]1[CH:8]=[C:7]([O:9][C:10]2[C:19]3[C:14](=[CH:15][C:16]([O:22][CH3:23])=[C:17]([O:20][CH3:21])[CH:18]=3)[N:13]=[CH:12][N:11]=2)[CH:6]=[CH:5][C:3]=1[NH2:4].ClC(Cl)(O[C:28](=[O:34])OC(Cl)(Cl)Cl)Cl.CN[C:38]1[CH:43]=[CH:42][CH:41]=[CH:40][N:39]=1.C(=O)([O-])O.[Na+].[CH2:49]([N:51](CC)CC)C, predict the reaction product. The product is: [Cl:1][C:2]1[CH:8]=[C:7]([O:9][C:10]2[C:19]3[C:14](=[CH:15][C:16]([O:22][CH3:23])=[C:17]([O:20][CH3:21])[CH:18]=3)[N:13]=[CH:12][N:11]=2)[CH:6]=[CH:5][C:3]=1[NH:4][C:28]([NH:51][CH2:49][C:38]1[CH:43]=[CH:42][CH:41]=[CH:40][N:39]=1)=[O:34].